This data is from Reaction yield outcomes from USPTO patents with 853,638 reactions. The task is: Predict the reaction yield, written as a fraction of the theoretical maximum amount of product (1.0 means a 100% yield; for example, 0.34 means a 34% yield). (1) The reactants are [C:1]([O:5][C:6]([N:8]1[CH2:13][CH2:12][N:11]([C:14]2[S:15][C:16]([C:32]([O:34]CC)=[O:33])=[C:17]([C:19]3[CH:24]=[CH:23][C:22]([O:25][C:26]4[CH:31]=[CH:30][CH:29]=[CH:28][CH:27]=4)=[CH:21][CH:20]=3)[N:18]=2)[CH2:10][CH2:9]1)=[O:7])([CH3:4])([CH3:3])[CH3:2].O.CO.[OH-].[Li+]. The catalyst is C1COCC1. The product is [C:1]([O:5][C:6]([N:8]1[CH2:9][CH2:10][N:11]([C:14]2[S:15][C:16]([C:32]([OH:34])=[O:33])=[C:17]([C:19]3[CH:24]=[CH:23][C:22]([O:25][C:26]4[CH:31]=[CH:30][CH:29]=[CH:28][CH:27]=4)=[CH:21][CH:20]=3)[N:18]=2)[CH2:12][CH2:13]1)=[O:7])([CH3:4])([CH3:2])[CH3:3]. The yield is 0.970. (2) The reactants are [C:1]([NH:5][C:6]1[N:11]=[C:10]([S:12][CH3:13])[C:9]([C:14]#[N:15])=[CH:8][N:7]=1)([CH3:4])([CH3:3])[CH3:2].[OH-:16].[Na+].OO.O. The catalyst is CS(C)=O. The product is [C:1]([NH:5][C:6]1[N:11]=[C:10]([S:12][CH3:13])[C:9]([C:14]([NH2:15])=[O:16])=[CH:8][N:7]=1)([CH3:4])([CH3:2])[CH3:3]. The yield is 0.712. (3) The reactants are C([O:3][C:4](=[O:33])[CH2:5][NH:6][C:7](=[O:32])[C:8]1[CH:13]=[CH:12][C:11]([C@@H:14]2[CH2:18][CH2:17][C@H:16]([NH:19][C@@H:20]([C:22]3[C:31]4[C:26](=[CH:27][CH:28]=[CH:29][CH:30]=4)[CH:25]=[CH:24][CH:23]=3)[CH3:21])[CH2:15]2)=[CH:10][CH:9]=1)C.[OH-].[Na+].[ClH:36]. The catalyst is C(O)C. The product is [ClH:36].[C:22]1([C@H:20]([NH:19][C@H:16]2[CH2:17][CH2:18][C@@H:14]([C:11]3[CH:10]=[CH:9][C:8]([C:7]([NH:6][CH2:5][C:4]([OH:33])=[O:3])=[O:32])=[CH:13][CH:12]=3)[CH2:15]2)[CH3:21])[C:31]2[C:26](=[CH:27][CH:28]=[CH:29][CH:30]=2)[CH:25]=[CH:24][CH:23]=1. The yield is 0.370.